This data is from Catalyst prediction with 721,799 reactions and 888 catalyst types from USPTO. The task is: Predict which catalyst facilitates the given reaction. Reactant: [NH2:1][C:2]1[CH:3]=[C:4]([OH:12])[CH:5]=[C:6]([C:8]([F:11])([F:10])[F:9])[CH:7]=1.C([O-])([O-])=O.[K+].[K+].F[C:20]1[CH:25]=[CH:24][C:23]([N+:26]([O-:28])=[O:27])=[CH:22][C:21]=1[C:29]#[C:30][CH2:31][NH:32][C:33](=[O:39])[O:34][C:35]([CH3:38])([CH3:37])[CH3:36]. Product: [NH2:1][C:2]1[CH:3]=[C:4]([CH:5]=[C:6]([C:8]([F:9])([F:10])[F:11])[CH:7]=1)[O:12][C:20]1[CH:25]=[CH:24][C:23]([N+:26]([O-:28])=[O:27])=[CH:22][C:21]=1[C:29]#[C:30][CH2:31][NH:32][C:33](=[O:39])[O:34][C:35]([CH3:37])([CH3:36])[CH3:38]. The catalyst class is: 18.